Dataset: NCI-60 drug combinations with 297,098 pairs across 59 cell lines. Task: Regression. Given two drug SMILES strings and cell line genomic features, predict the synergy score measuring deviation from expected non-interaction effect. Drug 1: CC1C(C(CC(O1)OC2CC(CC3=C2C(=C4C(=C3O)C(=O)C5=C(C4=O)C(=CC=C5)OC)O)(C(=O)C)O)N)O.Cl. Drug 2: CCN(CC)CCNC(=O)C1=C(NC(=C1C)C=C2C3=C(C=CC(=C3)F)NC2=O)C. Cell line: NCI-H226. Synergy scores: CSS=-0.0650, Synergy_ZIP=-2.27, Synergy_Bliss=4.22, Synergy_Loewe=-1.96, Synergy_HSA=1.40.